Dataset: Full USPTO retrosynthesis dataset with 1.9M reactions from patents (1976-2016). Task: Predict the reactants needed to synthesize the given product. (1) Given the product [OH:17][CH2:16][CH2:15][CH2:14][NH:13][C:2]1[CH:9]=[CH:8][C:5]([C:6]#[N:7])=[CH:4][C:3]=1[N+:10]([O-:12])=[O:11], predict the reactants needed to synthesize it. The reactants are: F[C:2]1[CH:9]=[CH:8][C:5]([C:6]#[N:7])=[CH:4][C:3]=1[N+:10]([O-:12])=[O:11].[NH2:13][CH2:14][CH2:15][CH2:16][OH:17].C(N(C(C)C)CC)(C)C. (2) Given the product [Cl:11][C:10]1[C:2]2[NH:1][C:13](=[O:15])[O:5][C:4](=[O:6])[C:3]=2[CH:7]=[CH:8][CH:9]=1, predict the reactants needed to synthesize it. The reactants are: [NH2:1][C:2]1[C:10]([Cl:11])=[CH:9][CH:8]=[CH:7][C:3]=1[C:4]([OH:6])=[O:5].Cl[C:13](Cl)([O:15]C(=O)OC(Cl)(Cl)Cl)Cl.N1C=CC=CC=1. (3) Given the product [CH3:8][N:6]1[C:5](=[O:9])[C:4]([NH:10][C:11]2[CH:16]=[CH:15][N:14]=[CH:13][N:12]=2)=[CH:3][C:2]([B:20]([OH:21])[OH:19])=[N:7]1, predict the reactants needed to synthesize it. The reactants are: Cl[C:2]1[CH:3]=[C:4]([NH:10][C:11]2[CH:16]=[CH:15][N:14]=[CH:13][N:12]=2)[C:5](=[O:9])[N:6]([CH3:8])[N:7]=1.CC1(C)C(C)(C)[O:21][B:20](B2OC(C)(C)C(C)(C)O2)[O:19]1.CC(C1C=C(C(C)C)C(C2C=CC=CC=2P(C2CCCCC2)C2CCCCC2)=C(C(C)C)C=1)C.C([O-])(=O)C.[K+]. (4) Given the product [C:17]([O:21][C:22]([N:2]1[C@H:3]([C:7]([OH:8])=[O:12])[CH2:4][C@@H:5]2[C@H:1]1[CH2:6]2)=[O:23])([CH3:20])([CH3:19])[CH3:18], predict the reactants needed to synthesize it. The reactants are: [C@@H:1]12[CH2:6][C@@H:5]1[CH2:4][C@H:3]([C:7](N)=[O:8])[NH:2]2.CC[O-:12].[Na+].CCO.[C:17]([O:21][C:22](O[C:22]([O:21][C:17]([CH3:20])([CH3:19])[CH3:18])=[O:23])=[O:23])([CH3:20])([CH3:19])[CH3:18].Cl. (5) Given the product [Si:1]([O:8][CH:9]([C:11]1[O:15][N:14]=[C:13]([CH2:16][OH:17])[CH:12]=1)[CH3:10])([C:4]([CH3:5])([CH3:6])[CH3:7])([CH3:2])[CH3:3], predict the reactants needed to synthesize it. The reactants are: [Si:1]([O:8][CH:9]([C:11]1[O:15][N:14]=[C:13]([C:16](OCC)=[O:17])[CH:12]=1)[CH3:10])([C:4]([CH3:7])([CH3:6])[CH3:5])([CH3:3])[CH3:2].[BH4-].[Na+].O. (6) The reactants are: [NH:1]([C:3]1[C:8]([C:9]2[CH:14]=[CH:13][CH:12]=[CH:11][CH:10]=2)=[C:7]([C:15]2[CH:20]=[CH:19][CH:18]=[CH:17][CH:16]=2)[N:6]=[C:5]([C:21]([F:24])([F:23])[F:22])[N:4]=1)[NH2:2].[C:25]([C:27](=[C:37](SC)[S:38][CH3:39])[C:28]([NH:30][C:31]1[CH:36]=[CH:35][CH:34]=[CH:33][CH:32]=1)=[O:29])#[N:26]. Given the product [NH2:26][C:25]1[N:1]([C:3]2[C:8]([C:9]3[CH:10]=[CH:11][CH:12]=[CH:13][CH:14]=3)=[C:7]([C:15]3[CH:20]=[CH:19][CH:18]=[CH:17][CH:16]=3)[N:6]=[C:5]([C:21]([F:24])([F:23])[F:22])[N:4]=2)[N:2]=[C:37]([S:38][CH3:39])[C:27]=1[C:28]([NH:30][C:31]1[CH:36]=[CH:35][CH:34]=[CH:33][CH:32]=1)=[O:29], predict the reactants needed to synthesize it. (7) The reactants are: C[O:2][C:3](=[O:42])[CH:4]([O:12][C:13]1[CH:22]=[CH:21][C:20]2[C:15](=[CH:16][CH:17]=[C:18]([CH2:23][NH:24][C:25]([C:27]3[O:28][C:29]([O:32][C:33]4[CH:38]=[C:37]([Cl:39])[CH:36]=[C:35]([Cl:40])[CH:34]=4)=[CH:30][CH:31]=3)=[O:26])[CH:19]=2)[C:14]=1[Br:41])[CH2:5][C:6]1[CH:11]=[CH:10][CH:9]=[CH:8][CH:7]=1.[OH-].[Na+].O. Given the product [Br:41][C:14]1[C:15]2[C:20](=[CH:19][C:18]([CH2:23][NH:24][C:25]([C:27]3[O:28][C:29]([O:32][C:33]4[CH:38]=[C:37]([Cl:39])[CH:36]=[C:35]([Cl:40])[CH:34]=4)=[CH:30][CH:31]=3)=[O:26])=[CH:17][CH:16]=2)[CH:21]=[CH:22][C:13]=1[O:12][CH:4]([CH2:5][C:6]1[CH:7]=[CH:8][CH:9]=[CH:10][CH:11]=1)[C:3]([OH:42])=[O:2], predict the reactants needed to synthesize it. (8) Given the product [C:1]([C:3]1[C:8]([CH2:9][CH:10]([CH3:11])[CH3:12])=[N:7][C:6]([CH2:13][CH3:14])=[C:5]([C:4]=1[C:19]1[CH:20]=[CH:21][C:22]([CH3:25])=[CH:23][CH:24]=1)[C:15]([O:17][CH3:18])=[O:16])#[N:2], predict the reactants needed to synthesize it. The reactants are: [C:1]([C:3]1[CH:4]([C:19]2[CH:24]=[CH:23][C:22]([CH3:25])=[CH:21][CH:20]=2)[C:5]([C:15]([O:17][CH3:18])=[O:16])=[C:6]([CH2:13][CH3:14])[NH:7][C:8]=1[CH2:9][CH:10]([CH3:12])[CH3:11])#[N:2].[N+]([O-])([O-])=O.[NH4+].[Ce].